This data is from Full USPTO retrosynthesis dataset with 1.9M reactions from patents (1976-2016). The task is: Predict the reactants needed to synthesize the given product. (1) Given the product [O:12]=[C:10]([N:58]([CH2:57][C:51]1[CH:56]=[CH:55][CH:54]=[CH:53][CH:52]=1)[CH2:59][CH:60]=[CH2:61])[CH2:9][N:8]([CH2:13][C:14]1[CH:19]=[CH:18][CH:17]=[CH:16][CH:15]=1)[C:6](=[O:7])[O:5][C:2]([CH3:1])([CH3:3])[CH3:4], predict the reactants needed to synthesize it. The reactants are: [CH3:1][C:2]([O:5][C:6]([N:8]([CH2:13][C:14]1[CH:19]=[CH:18][CH:17]=[CH:16][CH:15]=1)[CH2:9][C:10]([OH:12])=O)=[O:7])([CH3:4])[CH3:3].CCN(C(C)C)C(C)C.CN(C(ON1N=NC2C=CC=CC1=2)=[N+](C)C)C.[B-](F)(F)(F)F.[C:51]1([CH2:57][NH:58][CH2:59][CH:60]=[CH2:61])[CH:56]=[CH:55][CH:54]=[CH:53][CH:52]=1. (2) Given the product [O:14]1[CH2:15][CH2:16][CH:11]([N:7]2[C:8]3[C:4](=[CH:3][C:2]([NH2:34])=[CH:10][CH:9]=3)[CH:5]=[CH:6]2)[CH2:12][CH2:13]1, predict the reactants needed to synthesize it. The reactants are: Br[C:2]1[CH:3]=[C:4]2[C:8](=[CH:9][CH:10]=1)[N:7]([CH:11]1[CH2:16][CH2:15][O:14][CH2:13][CH2:12]1)[CH:6]=[CH:5]2.C(P(C(C)(C)C)C(C)(C)C)(C)(C)C.C[Si]([N-:34][Si](C)(C)C)(C)C.[Li+]. (3) Given the product [NH2:1][C:2]1[C:7]2[O:8][CH2:9][C:10](=[O:12])[NH:17][C:6]=2[N:5]=[C:4]([C:18]2[C:22]([CH3:23])=[C:21]([CH:24]3[CH2:25][CH2:26]3)[N:20]([CH2:27][C:28]3[C:29]([F:38])=[CH:30][C:31]([O:35][CH2:36][CH3:37])=[CH:32][C:33]=3[F:34])[N:19]=2)[N:3]=1, predict the reactants needed to synthesize it. The reactants are: [NH2:1][C:2]1[C:7]([O:8][CH2:9][C:10]([O:12]C(C)(C)C)=O)=[C:6]([NH2:17])[N:5]=[C:4]([C:18]2[C:22]([CH3:23])=[C:21]([CH:24]3[CH2:26][CH2:25]3)[N:20]([CH2:27][C:28]3[C:33]([F:34])=[CH:32][C:31]([O:35][CH2:36][CH3:37])=[CH:30][C:29]=3[F:38])[N:19]=2)[N:3]=1. (4) Given the product [CH3:19][O:20][C:2]1[CH:7]=[C:6]([C:8]([F:11])([F:10])[F:9])[C:5]([NH:12][C:13](=[O:15])[CH3:14])=[C:4]([N+:16]([O-:18])=[O:17])[CH:3]=1, predict the reactants needed to synthesize it. The reactants are: F[C:2]1[CH:7]=[C:6]([C:8]([F:11])([F:10])[F:9])[C:5]([NH:12][C:13](=[O:15])[CH3:14])=[C:4]([N+:16]([O-:18])=[O:17])[CH:3]=1.[C:19](=O)([O-])[O-:20].[Cs+].[Cs+].O.C(O)(=O)CC(CC(O)=O)(C(O)=O)O. (5) Given the product [OH:24][C:23]1[C:22]2[C:17](=[CH:18][CH:19]=[CH:20][CH:21]=2)[N:16]([NH:25][CH2:26][CH:27]([CH3:29])[CH3:28])[C:15](=[O:30])[C:14]=1[C:8]1[NH:7][C:6]2[CH:5]=[CH:4][C:3]3[O:31][C:32]([CH2:33][CH2:34][C:35]([OH:37])=[O:36])=[N:1][C:2]=3[C:11]=2[S:10](=[O:12])(=[O:13])[N:9]=1, predict the reactants needed to synthesize it. The reactants are: [NH2:1][C:2]1[C:11]2[S:10](=[O:13])(=[O:12])[N:9]=[C:8]([C:14]3[C:15](=[O:30])[N:16]([NH:25][CH2:26][CH:27]([CH3:29])[CH3:28])[C:17]4[C:22]([C:23]=3[OH:24])=[CH:21][CH:20]=[CH:19][CH:18]=4)[NH:7][C:6]=2[CH:5]=[CH:4][C:3]=1[OH:31].[C:32]1(=O)[O:37][C:35](=[O:36])[CH:34]=[CH:33]1. (6) Given the product [CH3:24][C@H:25]1[CH2:30][CH2:29][C@H:28]([NH2:31])[CH2:27][CH2:26]1.[N+:1]([C:4]1[CH:14]=[CH:13][C:7]([NH:8][S:9]([CH3:12])(=[O:11])=[O:10])=[C:6]([O:15][C:16]2[CH:21]=[CH:20][C:19]([O:22][CH3:23])=[CH:18][CH:17]=2)[CH:5]=1)([O-:3])=[O:2], predict the reactants needed to synthesize it. The reactants are: [N+:1]([C:4]1[CH:14]=[CH:13][C:7]([NH:8][S:9]([CH3:12])(=[O:11])=[O:10])=[C:6]([O:15][C:16]2[CH:21]=[CH:20][C:19]([O:22][CH3:23])=[CH:18][CH:17]=2)[CH:5]=1)([O-:3])=[O:2].[CH3:24][C@H:25]1[CH2:30][CH2:29][C@H:28]([NH2:31])[CH2:27][CH2:26]1.